The task is: Predict the product of the given reaction.. This data is from Forward reaction prediction with 1.9M reactions from USPTO patents (1976-2016). (1) Given the reactants [OH:1][C:2]1[CH:9]=[CH:8][C:5]([C:6]#[N:7])=[CH:4][CH:3]=1.[Br:10][CH2:11][CH2:12][CH2:13]Br.C([O-])([O-])=O.[Cs+].[Cs+], predict the reaction product. The product is: [Br:10][CH2:11][CH2:12][CH2:13][O:1][C:2]1[CH:9]=[CH:8][C:5]([C:6]#[N:7])=[CH:4][CH:3]=1. (2) Given the reactants [Cl:1][C:2]1[CH:10]=[C:9]2[C:5]([C:6]([C:11]([O:13]C)=[O:12])=[CH:7][NH:8]2)=[CH:4][C:3]=1[C:15]1[CH:20]=[CH:19][C:18]([CH:21]2[CH2:26][CH2:25][O:24][CH2:23][CH2:22]2)=[CH:17][CH:16]=1.[OH-].[Na+], predict the reaction product. The product is: [Cl:1][C:2]1[CH:10]=[C:9]2[C:5]([C:6]([C:11]([OH:13])=[O:12])=[CH:7][NH:8]2)=[CH:4][C:3]=1[C:15]1[CH:16]=[CH:17][C:18]([CH:21]2[CH2:26][CH2:25][O:24][CH2:23][CH2:22]2)=[CH:19][CH:20]=1. (3) Given the reactants FC(F)(F)C([O-])=O.[CH3:8][O:9][C:10]1[CH:11]([CH2:25][CH2:26][NH3+:27])[CH2:12][C:13](=[O:24])[C:14]=1[C:15]1[C:20]([CH3:21])=[CH:19][C:18]([CH3:22])=[CH:17][C:16]=1[CH3:23].[Br:28][C:29]1[CH:30]=[CH:31][C:32]([C:35](OC2C(F)=C(F)C(F)=C(F)C=2F)=[O:36])=[N:33][CH:34]=1.C(N(CC)CC)C, predict the reaction product. The product is: [Br:28][C:29]1[CH:30]=[CH:31][C:32]([C:35]([NH:27][CH2:26][CH2:25][CH:11]2[CH2:12][C:13](=[O:24])[C:14]([C:15]3[C:20]([CH3:21])=[CH:19][C:18]([CH3:22])=[CH:17][C:16]=3[CH3:23])=[C:10]2[O:9][CH3:8])=[O:36])=[N:33][CH:34]=1. (4) Given the reactants [Cl:1][C:2]1[CH:3]=[CH:4][C:5]([CH2:8][O:9][C:10]2[CH:15]=[CH:14][NH:13][C:12](=[O:16])[CH:11]=2)=[N:6][CH:7]=1.Br[C:18]1[CH:19]=[C:20]([CH3:32])[C:21]([N:24]2[CH2:28][CH2:27][CH:26]([N:29]([CH3:31])[CH3:30])[CH2:25]2)=[N:22][CH:23]=1.[C@@H]1(N)CCCC[C@H]1N.C([O-])([O-])=O.[K+].[K+], predict the reaction product. The product is: [Cl:1][C:2]1[CH:3]=[CH:4][C:5]([CH2:8][O:9][C:10]2[CH:15]=[CH:14][N:13]([C:18]3[CH:23]=[N:22][C:21]([N:24]4[CH2:28][CH2:27][CH:26]([N:29]([CH3:30])[CH3:31])[CH2:25]4)=[C:20]([CH3:32])[CH:19]=3)[C:12](=[O:16])[CH:11]=2)=[N:6][CH:7]=1. (5) Given the reactants [CH3:1][N:2]1[C:8](=[O:9])[CH:7]([NH:10][C:11](=[O:17])[C@@H:12]([NH2:16])[CH:13]([CH3:15])[CH3:14])[C:6]2[CH:18]=[CH:19][CH:20]=[CH:21][C:5]=2[C:4](=[O:22])[N:3]1[CH:23]([CH3:25])[CH3:24].[F:26][C:27]1[CH:28]=[C:29]([CH2:34][C:35](O)=[O:36])[CH:30]=[C:31]([F:33])[CH:32]=1.CN(C)CCCN=C=NCC, predict the reaction product. The product is: [F:26][C:27]1[CH:28]=[C:29]([CH2:34][C:35]([NH:16][C@@H:12]([CH:13]([CH3:15])[CH3:14])[C:11]([NH:10][CH:7]2[C:6]3[CH:18]=[CH:19][CH:20]=[CH:21][C:5]=3[C:4](=[O:22])[N:3]([CH:23]([CH3:25])[CH3:24])[N:2]([CH3:1])[C:8]2=[O:9])=[O:17])=[O:36])[CH:30]=[C:31]([F:33])[CH:32]=1.